From a dataset of Peptide-MHC class I binding affinity with 185,985 pairs from IEDB/IMGT. Regression. Given a peptide amino acid sequence and an MHC pseudo amino acid sequence, predict their binding affinity value. This is MHC class I binding data. (1) The peptide sequence is KIQNFRVYY. The MHC is HLA-A29:02 with pseudo-sequence HLA-A29:02. The binding affinity (normalized) is 0.458. (2) The peptide sequence is MAVTAAPYI. The binding affinity (normalized) is 0.0847. The MHC is HLA-B15:01 with pseudo-sequence HLA-B15:01. (3) The peptide sequence is STHNDEIMRM. The MHC is H-2-Db with pseudo-sequence H-2-Db. The binding affinity (normalized) is 0.0346. (4) The MHC is HLA-A23:01 with pseudo-sequence HLA-A23:01. The binding affinity (normalized) is 0.318. The peptide sequence is SFNPETNIL. (5) The peptide sequence is GPRGRHVVL. The MHC is HLA-B48:01 with pseudo-sequence HLA-B48:01. The binding affinity (normalized) is 0.0847. (6) The binding affinity (normalized) is 0.481. The MHC is HLA-A02:03 with pseudo-sequence HLA-A02:03. The peptide sequence is RQAPGKGLEWV. (7) The peptide sequence is IMETIDPVY. The MHC is HLA-A03:01 with pseudo-sequence HLA-A03:01. The binding affinity (normalized) is 0.107.